From a dataset of Reaction yield outcomes from USPTO patents with 853,638 reactions. Predict the reaction yield, written as a fraction of the theoretical maximum amount of product (1.0 means a 100% yield; for example, 0.34 means a 34% yield). (1) The reactants are C([O:8][C:9]([C:11]1[CH:15]=[C:14]([Cl:16])[S:13][C:12]=1[C:17]1[CH:22]=[CH:21][C:20]([C:23]2[CH:28]=[CH:27][C:26]([C:29]3([C:32]([O:34][CH2:35][CH3:36])=[O:33])[CH2:31][CH2:30]3)=[CH:25][CH:24]=2)=[CH:19][CH:18]=1)=[O:10])C1C=CC=CC=1.B(Br)(Br)Br.C(Cl)Cl. The catalyst is C(Cl)Cl. The product is [Cl:16][C:14]1[S:13][C:12]([C:17]2[CH:18]=[CH:19][C:20]([C:23]3[CH:28]=[CH:27][C:26]([C:29]4([C:32]([O:34][CH2:35][CH3:36])=[O:33])[CH2:31][CH2:30]4)=[CH:25][CH:24]=3)=[CH:21][CH:22]=2)=[C:11]([C:9]([OH:10])=[O:8])[CH:15]=1. The yield is 0.600. (2) The reactants are [NH2:1][C:2]1[CH:6]=[CH:5][N:4]([CH3:7])[N:3]=1.[Al](Cl)(C)C.[CH3:12][C:13]1[S:14][C:15]2[C:21]([O:22][C@@H:23]([CH3:31])[CH2:24][C:25]3[CH:30]=[CH:29][CH:28]=[CH:27][CH:26]=3)=[CH:20][C:19]([C:32](OCC)=[O:33])=[CH:18][C:16]=2[CH:17]=1. The catalyst is ClCCCl. The product is [CH3:12][C:13]1[S:14][C:15]2[C:21]([O:22][CH:23]([CH3:31])[CH2:24][C:25]3[CH:26]=[CH:27][CH:28]=[CH:29][CH:30]=3)=[CH:20][C:19]([C:32]([NH:1][C:2]3[CH:6]=[CH:5][N:4]([CH3:7])[N:3]=3)=[O:33])=[CH:18][C:16]=2[CH:17]=1. The yield is 0.570. (3) The reactants are [CH3:1][O:2][C:3]1[CH:8]=[CH:7][C:6]([N:9]([CH3:17])[CH2:10][CH:11]2[CH2:16][CH2:15][O:14][CH2:13][CH2:12]2)=[CH:5][C:4]=1[N+:18]([O-])=O. The catalyst is CO.[Pd]. The product is [CH3:1][O:2][C:3]1[CH:8]=[CH:7][C:6]([N:9]([CH3:17])[CH2:10][CH:11]2[CH2:12][CH2:13][O:14][CH2:15][CH2:16]2)=[CH:5][C:4]=1[NH2:18]. The yield is 0.700. (4) The reactants are [Cl:1][C:2]1[CH:3]=[CH:4][C:5]([N+:12]([O-])=O)=[C:6]([CH:11]=1)[NH:7][CH:8]([CH3:10])[CH3:9].[Cl-].[NH4+].C1C[O:20][CH2:19]C1. The catalyst is C(O)C.O.[Fe]. The product is [Cl:1][C:2]1[CH:3]=[CH:4][C:5]2[NH:12][C:19](=[O:20])[N:7]([CH:8]([CH3:10])[CH3:9])[C:6]=2[CH:11]=1. The yield is 0.400. (5) The yield is 0.960. The reactants are Br[CH2:2][C:3]([C:5]1[CH:10]=[CH:9][C:8]([CH:11]([CH3:13])[CH3:12])=[CH:7][CH:6]=1)=[O:4].[CH3:14][C:15]1[CH:16]=[C:17]([OH:23])[CH:18]=[C:19]([CH3:22])[C:20]=1[CH3:21].C(=O)([O-])[O-].[K+].[K+].O. The product is [CH3:14][C:15]1[CH:16]=[C:17]([CH:18]=[C:19]([CH3:22])[C:20]=1[CH3:21])[O:23][CH2:2][C:3]([C:5]1[CH:10]=[CH:9][C:8]([CH:11]([CH3:13])[CH3:12])=[CH:7][CH:6]=1)=[O:4]. The catalyst is C(#N)C. (6) The reactants are [C:1]([C:3]1[C:4]([S:17][CH2:18][C:19]([NH2:21])=[O:20])=[N:5][C:6](S(C(F)(F)F)(=O)=O)=[CH:7][C:8]=1[CH3:9])#[N:2].C(OC)(=O)C#CC.[CH3:29][NH:30][CH3:31].C(=O)([O-])[O-].[Na+].[Na+].[Cl-].[NH4+]. The catalyst is O1CCOCC1. The product is [NH2:2][C:1]1[C:3]2[C:4](=[N:5][C:6]([N:30]([CH3:31])[CH3:29])=[CH:7][C:8]=2[CH3:9])[S:17][C:18]=1[C:19]([NH2:21])=[O:20]. The yield is 0.450. (7) The reactants are [CH3:1][O:2][C:3]([C:5]1[CH:13]=[C:12]2[C:8]([CH:9]=[CH:10][NH:11]2)=[CH:7][CH:6]=1)=[O:4].Br[CH2:15][CH2:16][O:17][C:18]1[CH:23]=[CH:22][CH:21]=[CH:20][CH:19]=1.C([O-])([O-])=O.[K+].[K+]. The catalyst is CN(C=O)C.C(OCC)(=O)C. The product is [O:17]([CH2:16][CH2:15][N:11]1[C:12]2[C:8](=[CH:7][CH:6]=[C:5]([C:3]([O:2][CH3:1])=[O:4])[CH:13]=2)[CH:9]=[CH:10]1)[C:18]1[CH:23]=[CH:22][CH:21]=[CH:20][CH:19]=1. The yield is 0.750. (8) The reactants are [C:1]([C:5]1[CH:10]=[CH:9][C:8]([CH2:11][C:12]#[N:13])=[CH:7][CH:6]=1)([CH3:4])([CH3:3])[CH3:2].C([O:16][C:17]([C:19]1[N:23]([CH3:24])[N:22]=[C:21]([CH3:25])[C:20]=1[CH3:26])=O)C.C(C1C=CC(C)=NC=1)C.CO.C[O-].[Na+]. The catalyst is O.CCCCCCC. The product is [O:16]=[C:17]([C:19]1[N:23]([CH3:24])[N:22]=[C:21]([CH3:25])[C:20]=1[CH3:26])[CH:11]([C:8]1[CH:7]=[CH:6][C:5]([C:1]([CH3:4])([CH3:2])[CH3:3])=[CH:10][CH:9]=1)[C:12]#[N:13]. The yield is 0.845. (9) The reactants are [Br:1][C:2]1[CH:3]=[CH:4][C:5]([O:14][CH3:15])=[C:6](/[CH:8]=[CH:9]/[C:10]([O:12][CH3:13])=[O:11])[CH:7]=1.[Mg].[NH4+].[OH-]. The catalyst is CO.[NH4+].[Cl-]. The product is [Br:1][C:2]1[CH:3]=[CH:4][C:5]([O:14][CH3:15])=[C:6]([CH2:8][CH2:9][C:10]([O:12][CH3:13])=[O:11])[CH:7]=1. The yield is 1.00.